Dataset: Full USPTO retrosynthesis dataset with 1.9M reactions from patents (1976-2016). Task: Predict the reactants needed to synthesize the given product. (1) Given the product [F:14][C:5]1[CH:4]=[CH:3][C:2]([B:15]([OH:20])[OH:16])=[CH:7][C:6]=1[C:8]1[CH:13]=[CH:12][CH:11]=[CH:10][N:9]=1, predict the reactants needed to synthesize it. The reactants are: Br[C:2]1[CH:3]=[CH:4][C:5]([F:14])=[C:6]([C:8]2[CH:13]=[CH:12][CH:11]=[CH:10][N:9]=2)[CH:7]=1.[B:15]1(B2OCC(C)(C)CO2)[O:20]CC(C)(C)C[O:16]1.C([O-])(=O)C.[K+].O1CCOCC1. (2) Given the product [C:20]([C:17]1[CH:18]=[CH:19][C:14]([NH:13][C:10](=[O:12])[CH2:9][O:8][CH2:1][C:2]2[CH:3]=[CH:4][CH:5]=[CH:6][CH:7]=2)=[CH:15][CH:16]=1)(=[O:22])[CH3:21], predict the reactants needed to synthesize it. The reactants are: [CH2:1]([O:8][CH2:9][C:10]([OH:12])=O)[C:2]1[CH:7]=[CH:6][CH:5]=[CH:4][CH:3]=1.[NH2:13][C:14]1[CH:19]=[CH:18][C:17]([C:20](=[O:22])[CH3:21])=[CH:16][CH:15]=1.CCN=C=NCCCN(C)C.Cl. (3) Given the product [C:9]1([C:5]2[N:4]=[N:3][C:2]([N:29]3[CH2:30][CH2:31][N:26]([C:21]4[N:20]=[CH:25][CH:24]=[CH:23][N:22]=4)[CH2:27][CH2:28]3)=[C:7]([OH:8])[CH:6]=2)[CH:14]=[CH:13][CH:12]=[CH:11][CH:10]=1, predict the reactants needed to synthesize it. The reactants are: Cl[C:2]1[N:3]=[N:4][C:5]([C:9]2[CH:14]=[CH:13][CH:12]=[CH:11][CH:10]=2)=[CH:6][C:7]=1[OH:8].C(O)CCC.[N:20]1[CH:25]=[CH:24][CH:23]=[N:22][C:21]=1[N:26]1[CH2:31][CH2:30][NH:29][CH2:28][CH2:27]1. (4) Given the product [CH:21]([C:24]1[CH:29]=[CH:28][CH:27]=[C:26]([CH:30]([CH3:31])[CH3:32])[C:25]=1[NH:33][C:34](=[O:35])[N:10]([CH2:9][C:6]1[CH:5]=[CH:4][C:3]([N:2]([CH3:20])[CH3:1])=[CH:8][CH:7]=1)[C:11]1[CH:16]=[CH:15][CH:14]=[C:13]([CH:17]([CH3:18])[CH3:19])[CH:12]=1)([CH3:22])[CH3:23], predict the reactants needed to synthesize it. The reactants are: [CH3:1][N:2]([CH3:20])[C:3]1[CH:8]=[CH:7][C:6]([CH2:9][NH:10][C:11]2[CH:16]=[CH:15][CH:14]=[C:13]([CH:17]([CH3:19])[CH3:18])[CH:12]=2)=[CH:5][CH:4]=1.[CH:21]([C:24]1[CH:29]=[CH:28][CH:27]=[C:26]([CH:30]([CH3:32])[CH3:31])[C:25]=1[N:33]=[C:34]=[O:35])([CH3:23])[CH3:22].